Dataset: Forward reaction prediction with 1.9M reactions from USPTO patents (1976-2016). Task: Predict the product of the given reaction. (1) The product is: [CH:7]([O:10][C:11]([N:13]1[CH2:18][CH2:17][CH:16]([CH2:19][CH2:20][CH2:21][O:22][C:23]2[CH:28]=[CH:27][C:26]([C:29]3[O:1][N:2]=[C:3]([CH2:4][CH3:5])[N:6]=3)=[C:25]([F:33])[CH:24]=2)[CH2:15][CH2:14]1)=[O:12])([CH3:8])[CH3:9]. Given the reactants [OH:1][NH:2][C:3](=[NH:6])[CH2:4][CH3:5].[CH:7]([O:10][C:11]([N:13]1[CH2:18][CH2:17][CH:16]([CH2:19][CH2:20][CH2:21][O:22][C:23]2[CH:28]=[CH:27][C:26]([C:29](OC)=O)=[C:25]([F:33])[CH:24]=2)[CH2:15][CH2:14]1)=[O:12])([CH3:9])[CH3:8], predict the reaction product. (2) Given the reactants [C:1]([C:4]1[CH:5]=[C:6]2[C:10](=[CH:11][CH:12]=1)[CH2:9][CH:8]([O:13]C(=O)C)[CH2:7]2)(=[O:3])[CH3:2].[OH-].[Na+], predict the reaction product. The product is: [OH:13][CH:8]1[CH2:7][C:6]2[C:10](=[CH:11][CH:12]=[C:4]([C:1](=[O:3])[CH3:2])[CH:5]=2)[CH2:9]1. (3) Given the reactants [F:1][C:2]1[CH:7]=[CH:6][C:5]([CH2:8][O:9][C:10]2[CH:19]=[CH:18][C:17]([C:20]([N:22]3[CH2:27][CH2:26][O:25][CH2:24][CH2:23]3)=[O:21])=[CH:16][C:11]=2[C:12](OC)=[O:13])=[CH:4][CH:3]=1.[OH-].[Li+].Cl.C(N(C(C)C)CC)(C)C.[F:40][C:41]1[C:46]([NH2:47])=[CH:45][CH:44]=[CH:43][N:42]=1.CN(C(ON1N=NC2C=CC=NC1=2)=[N+](C)C)C.F[P-](F)(F)(F)(F)F, predict the reaction product. The product is: [F:1][C:2]1[CH:7]=[CH:6][C:5]([CH2:8][O:9][C:10]2[CH:19]=[CH:18][C:17]([C:20]([N:22]3[CH2:23][CH2:24][O:25][CH2:26][CH2:27]3)=[O:21])=[CH:16][C:11]=2[C:12]([NH:47][C:46]2[C:41]([F:40])=[N:42][CH:43]=[CH:44][CH:45]=2)=[O:13])=[CH:4][CH:3]=1.